The task is: Predict which catalyst facilitates the given reaction.. This data is from Catalyst prediction with 721,799 reactions and 888 catalyst types from USPTO. Reactant: [CH3:1][C:2]1[CH:7]=[C:6]([C@H:8]([OH:24])[CH2:9][CH:10]([C:18]2[CH:23]=[CH:22][CH:21]=[CH:20][CH:19]=2)[C:11]2[CH:16]=[CH:15][CH:14]=[CH:13][C:12]=2[CH3:17])[CH:5]=[CH:4][N:3]=1. Product: [CH3:1][C:2]1[CH:7]=[C:6]([C:8](=[O:24])[CH2:9][C@H:10]([C:18]2[CH:23]=[CH:22][CH:21]=[CH:20][CH:19]=2)[C:11]2[CH:16]=[CH:15][CH:14]=[CH:13][C:12]=2[CH3:17])[CH:5]=[CH:4][N:3]=1. The catalyst class is: 661.